This data is from CYP2C19 inhibition data for predicting drug metabolism from PubChem BioAssay. The task is: Regression/Classification. Given a drug SMILES string, predict its absorption, distribution, metabolism, or excretion properties. Task type varies by dataset: regression for continuous measurements (e.g., permeability, clearance, half-life) or binary classification for categorical outcomes (e.g., BBB penetration, CYP inhibition). Dataset: cyp2c19_veith. (1) The molecule is Cc1ccc(C(=O)N/N=C\c2cccn2C)cn1. The result is 0 (non-inhibitor). (2) The molecule is O=C(O)c1cc(-c2ccc3cc4c(cc3c2)OCO4)nc2ccccc12. The result is 0 (non-inhibitor). (3) The drug is CC(=O)OCC(=O)[C@@]12OC(C)(C)O[C@@H]1C[C@H]1[C@H]3C[C@H](F)C4=CC(=O)C=C[C@@]4(C)[C@]3(F)[C@H](O)C[C@@]12C. The result is 0 (non-inhibitor). (4) The compound is O=C(c1cc(C(F)(F)F)cc(C(F)(F)F)c1)N1CCC2(CCCN(c3ccccn3)C2)CC1. The result is 0 (non-inhibitor).